From a dataset of Full USPTO retrosynthesis dataset with 1.9M reactions from patents (1976-2016). Predict the reactants needed to synthesize the given product. The reactants are: [C:1]1([C:7]#[C:8][C:9]2[CH:10]=[C:11]([CH:14]=[O:15])[O:12][CH:13]=2)[CH:6]=[CH:5][CH:4]=[CH:3][CH:2]=1. Given the product [CH2:8]([C:9]1[CH:10]=[C:11]([CH:14]=[O:15])[O:12][CH:13]=1)[CH2:7][C:1]1[CH:2]=[CH:3][CH:4]=[CH:5][CH:6]=1, predict the reactants needed to synthesize it.